This data is from Forward reaction prediction with 1.9M reactions from USPTO patents (1976-2016). The task is: Predict the product of the given reaction. (1) Given the reactants [NH:1]1[CH:5]=[CH:4][N:3]=[C:2]1[C:6]1(O)[C:15]2[C:10](=[CH:11][CH:12]=[CH:13][C:14]=2[CH3:16])[O:9][CH2:8][CH2:7]1.N, predict the reaction product. The product is: [CH3:16][C:14]1[CH:13]=[CH:12][CH:11]=[C:10]2[C:15]=1[C:6]([C:2]1[NH:3][CH:4]=[CH:5][N:1]=1)=[CH:7][CH2:8][O:9]2. (2) Given the reactants Cl.[Cl:2][C:3]1[CH:4]=[C:5]([NH:11][C@H:12]([CH2:17][NH:18][CH:19]([CH3:21])[CH3:20])[CH2:13][C:14](O)=[O:15])[CH:6]=[CH:7][C:8]=1[C:9]#[N:10].C[Si](N[Si](C)(C)C)(C)C, predict the reaction product. The product is: [Cl:2][C:3]1[CH:4]=[C:5]([NH:11][C@H:12]2[CH2:13][C:14](=[O:15])[N:18]([CH:19]([CH3:21])[CH3:20])[CH2:17]2)[CH:6]=[CH:7][C:8]=1[C:9]#[N:10]. (3) Given the reactants [Br:1][C:2]1[C:3]([C:19]([F:22])([F:21])[F:20])=[N:4][N:5]([CH3:18])[C:6]=1[C:7]1[CH:12]=[C:11]([N+:13]([O-])=O)[CH:10]=[CH:9][C:8]=1[O:16][CH3:17].O.O.Cl[Sn]Cl, predict the reaction product. The product is: [Br:1][C:2]1[C:3]([C:19]([F:22])([F:20])[F:21])=[N:4][N:5]([CH3:18])[C:6]=1[C:7]1[CH:12]=[C:11]([NH2:13])[CH:10]=[CH:9][C:8]=1[O:16][CH3:17]. (4) Given the reactants [C:1]([C:3]1[CH:8]=[CH:7][C:6]([C:9]2[CH:14]=[CH:13][C:12]([O:15][CH3:16])=[C:11]([CH2:17][NH:18][CH:19]3[CH2:24][CH2:23][CH:22]([N:25]([CH3:33])[C:26](=[O:32])[O:27][C:28]([CH3:31])([CH3:30])[CH3:29])[CH2:21][CH2:20]3)[CH:10]=2)=[CH:5][CH:4]=1)#[N:2].[Cl:34][C:35]1[C:36]2[C:46]([F:47])=[CH:45][CH:44]=[C:43]([F:48])[C:37]=2[S:38][C:39]=1[C:40](Cl)=[O:41], predict the reaction product. The product is: [C:28]([O:27][C:26](=[O:32])[N:25]([CH:22]1[CH2:23][CH2:24][CH:19]([N:18]([C:40]([C:39]2[S:38][C:37]3[C:43]([F:48])=[CH:44][CH:45]=[C:46]([F:47])[C:36]=3[C:35]=2[Cl:34])=[O:41])[CH2:17][C:11]2[CH:10]=[C:9]([C:6]3[CH:7]=[CH:8][C:3]([C:1]#[N:2])=[CH:4][CH:5]=3)[CH:14]=[CH:13][C:12]=2[O:15][CH3:16])[CH2:20][CH2:21]1)[CH3:33])([CH3:30])([CH3:29])[CH3:31]. (5) Given the reactants [Cl:1][C:2]1[C:11]2[C:6](=[CH:7][CH:8]=[C:9]([C:12]([C:14]3C(C)=NC(C)=C[CH:19]=3)=[O:13])[CH:10]=2)[N:5]=[C:4]([O:22][CH3:23])[C:3]=1[CH2:24][CH:25]([CH3:27])[CH3:26].[Li]CCCC.[CH3:33][N:34]1C(C=O)=C[N:36]=[C:35]1[CH3:41], predict the reaction product. The product is: [Cl:1][C:2]1[C:11]2[C:6](=[CH:7][CH:8]=[C:9]([CH:12]([C:14]3[N:34]([CH3:33])[C:35]([CH3:41])=[N:36][CH:19]=3)[OH:13])[CH:10]=2)[N:5]=[C:4]([O:22][CH3:23])[C:3]=1[CH2:24][CH:25]([CH3:27])[CH3:26].